From a dataset of Reaction yield outcomes from USPTO patents with 853,638 reactions. Predict the reaction yield, written as a fraction of the theoretical maximum amount of product (1.0 means a 100% yield; for example, 0.34 means a 34% yield). The reactants are ClC1N=C(C2SC(C(C)C)=NC=2C2C=C(NS(C3C(F)=CC=CC=3F)(=O)=O)C=CC=2)C=CN=1.[Cl:34][C:35]1[N:40]=[C:39]([C:41]2[S:45][C:44]([CH:46]([CH3:48])[CH3:47])=[N:43][C:42]=2[C:49]2[C:50]([F:56])=[C:51]([CH:53]=[CH:54][CH:55]=2)[NH2:52])[CH:38]=[CH:37][N:36]=1.[S:57]1[CH:61]=[CH:60][N:59]=[C:58]1[S:62](Cl)(=[O:64])=[O:63]. No catalyst specified. The product is [Cl:34][C:35]1[N:40]=[C:39]([C:41]2[S:45][C:44]([CH:46]([CH3:48])[CH3:47])=[N:43][C:42]=2[C:49]2[C:50]([F:56])=[C:51]([NH:52][S:62]([C:58]3[S:57][CH:61]=[CH:60][N:59]=3)(=[O:64])=[O:63])[CH:53]=[CH:54][CH:55]=2)[CH:38]=[CH:37][N:36]=1. The yield is 0.300.